Dataset: Full USPTO retrosynthesis dataset with 1.9M reactions from patents (1976-2016). Task: Predict the reactants needed to synthesize the given product. Given the product [NH2:1][C:2]1[N:3]=[C:5]([NH:4][C:7]2[CH:8]=[CH:9][C:10]([N:13]3[CH2:14][CH2:15][N:16]([CH2:19][CH:20]4[CH2:22][CH2:21]4)[CH2:17][CH2:18]3)=[CH:11][CH:12]=2)[S:6][C:24]=1[C:25]([C:27]1[CH:32]=[CH:31][C:30]([OH:33])=[C:29]([F:34])[CH:28]=1)=[O:26], predict the reactants needed to synthesize it. The reactants are: [N:1]#[C:2][NH2:3].[N:4]([C:7]1[CH:12]=[CH:11][C:10]([N:13]2[CH2:18][CH2:17][N:16]([CH2:19][CH:20]3[CH2:22][CH2:21]3)[CH2:15][CH2:14]2)=[CH:9][CH:8]=1)=[C:5]=[S:6].Br[CH2:24][C:25]([C:27]1[CH:32]=[CH:31][C:30]([OH:33])=[C:29]([F:34])[CH:28]=1)=[O:26].